This data is from Reaction yield outcomes from USPTO patents with 853,638 reactions. The task is: Predict the reaction yield, written as a fraction of the theoretical maximum amount of product (1.0 means a 100% yield; for example, 0.34 means a 34% yield). (1) The reactants are [S:1]1[CH:5]=[CH:4][CH:3]=[C:2]1[CH:6]=O.C[Si](C)(C)[NH:10][Si](C)(C)C.[Li].[CH3:18][C:19]1[CH:20]=[C:21]([CH:25]=[C:26]([CH3:28])[CH:27]=1)[CH2:22][Mg]Cl. The catalyst is C1(C)C=CC=CC=1.O1CCCC1. The product is [CH3:18][C:19]1[CH:20]=[C:21]([CH2:22][CH:6]([NH2:10])[C:2]2[S:1][CH:5]=[CH:4][CH:3]=2)[CH:25]=[C:26]([CH3:28])[CH:27]=1. The yield is 0.300. (2) The reactants are [C:1]([N:4]([C:27]1[CH:32]=[CH:31][C:30]([Cl:33])=[CH:29][CH:28]=1)[C@H:5]1[C:14]2[C:9](=[CH:10][CH:11]=[CH:12][CH:13]=2)[N:8]([C:15]([C:17]2[S:21][C:20]([C:22]([O:24]C)=[O:23])=[CH:19][CH:18]=2)=[O:16])[C@@H:7]([CH3:26])[CH2:6]1)(=[O:3])[CH3:2].C(=O)([O-])[O-].[K+].[K+]. The catalyst is CO.O. The product is [C:1]([N:4]([C:27]1[CH:32]=[CH:31][C:30]([Cl:33])=[CH:29][CH:28]=1)[C@H:5]1[C:14]2[C:9](=[CH:10][CH:11]=[CH:12][CH:13]=2)[N:8]([C:15]([C:17]2[S:21][C:20]([C:22]([OH:24])=[O:23])=[CH:19][CH:18]=2)=[O:16])[C@@H:7]([CH3:26])[CH2:6]1)(=[O:3])[CH3:2]. The yield is 0.990. (3) The reactants are [OH:1][C:2]1[C:11]2C(=O)OC(C)(C)[O:7][C:6]=2[CH:5]=[CH:4][CH:3]=1.[C:15](=[O:18])([O-])[O-:16].[K+].[K+].[CH2:21](I)[CH:22]([CH3:24])[CH3:23].[CH2:26](Br)C(C)C. The product is [OH:1][C:2]1[CH:3]=[CH:4][CH:5]=[C:6]([O:7][CH2:21][CH:22]([CH3:24])[CH3:23])[C:11]=1[C:15]([O:16][CH3:26])=[O:18]. The yield is 0.820. The catalyst is CN(C)C=O.C(OCC)(=O)C.CO. (4) The reactants are [S:1]1(=[O:12])[C:7]2[CH:8]=[CH:9][CH:10]=[CH:11][C:6]=2[CH2:5][CH2:4][CH2:3][CH2:2]1.ClC1C=C(C=CC=1)C(OO)=[O:18].[O-]S([O-])=O.[Na+].[Na+].C([O-])(O)=O.[Na+]. The catalyst is C(Cl)Cl. The product is [S:1]1(=[O:18])(=[O:12])[C:7]2[CH:8]=[CH:9][CH:10]=[CH:11][C:6]=2[CH2:5][CH2:4][CH2:3][CH2:2]1. The yield is 0.975. (5) The reactants are [CH3:1][O:2][C:3](=[O:22])[C:4]1[CH:9]=[C:8]([N+:10]([O-])=O)[C:7]([NH2:13])=[C:6]([F:14])[C:5]=1[NH:15][C:16]1[CH:21]=[CH:20][CH:19]=[CH:18][CH:17]=1.[CH:23](O)=O. The catalyst is C(O)C.[OH-].[OH-].[Pd+2]. The product is [CH3:1][O:2][C:3]([C:4]1[C:5]([NH:15][C:16]2[CH:21]=[CH:20][CH:19]=[CH:18][CH:17]=2)=[C:6]([F:14])[C:7]2[N:13]=[CH:23][NH:10][C:8]=2[CH:9]=1)=[O:22]. The yield is 0.860. (6) The reactants are [F:1][C:2]1[CH:9]=[CH:8][C:7]([I:10])=[CH:6][C:3]=1[CH:4]=[O:5].[BH4-].[Na+]. The catalyst is CO. The product is [F:1][C:2]1[CH:9]=[CH:8][C:7]([I:10])=[CH:6][C:3]=1[CH2:4][OH:5]. The yield is 0.990.